From a dataset of NCI-60 drug combinations with 297,098 pairs across 59 cell lines. Regression. Given two drug SMILES strings and cell line genomic features, predict the synergy score measuring deviation from expected non-interaction effect. (1) Drug 1: COC1=C(C=C2C(=C1)N=CN=C2NC3=CC(=C(C=C3)F)Cl)OCCCN4CCOCC4. Drug 2: CN(CC1=CN=C2C(=N1)C(=NC(=N2)N)N)C3=CC=C(C=C3)C(=O)NC(CCC(=O)O)C(=O)O. Cell line: MCF7. Synergy scores: CSS=36.1, Synergy_ZIP=1.16, Synergy_Bliss=2.36, Synergy_Loewe=6.07, Synergy_HSA=6.19. (2) Drug 1: CC(C1=C(C=CC(=C1Cl)F)Cl)OC2=C(N=CC(=C2)C3=CN(N=C3)C4CCNCC4)N. Drug 2: CS(=O)(=O)C1=CC(=C(C=C1)C(=O)NC2=CC(=C(C=C2)Cl)C3=CC=CC=N3)Cl. Cell line: SNB-19. Synergy scores: CSS=6.04, Synergy_ZIP=-1.36, Synergy_Bliss=0.810, Synergy_Loewe=-1.93, Synergy_HSA=0.209. (3) Cell line: OVCAR3. Synergy scores: CSS=26.8, Synergy_ZIP=-0.759, Synergy_Bliss=3.58, Synergy_Loewe=9.66, Synergy_HSA=10.3. Drug 2: C1=CC(=C(C=C1I)F)NC2=C(C=CC(=C2F)F)C(=O)NOCC(CO)O. Drug 1: CS(=O)(=O)CCNCC1=CC=C(O1)C2=CC3=C(C=C2)N=CN=C3NC4=CC(=C(C=C4)OCC5=CC(=CC=C5)F)Cl. (4) Drug 1: CC12CCC3C(C1CCC2=O)CC(=C)C4=CC(=O)C=CC34C. Drug 2: C1C(C(OC1N2C=NC3=C(N=C(N=C32)Cl)N)CO)O. Cell line: SK-MEL-5. Synergy scores: CSS=39.7, Synergy_ZIP=1.35, Synergy_Bliss=1.99, Synergy_Loewe=2.21, Synergy_HSA=1.61. (5) Cell line: NCI-H522. Synergy scores: CSS=-0.298, Synergy_ZIP=0.108, Synergy_Bliss=-1.93, Synergy_Loewe=-6.04, Synergy_HSA=-6.01. Drug 1: C1CCN(CC1)CCOC2=CC=C(C=C2)C(=O)C3=C(SC4=C3C=CC(=C4)O)C5=CC=C(C=C5)O. Drug 2: C1CN(P(=O)(OC1)NCCCl)CCCl. (6) Drug 1: C1CN(P(=O)(OC1)NCCCl)CCCl. Drug 2: B(C(CC(C)C)NC(=O)C(CC1=CC=CC=C1)NC(=O)C2=NC=CN=C2)(O)O. Cell line: RXF 393. Synergy scores: CSS=63.1, Synergy_ZIP=1.52, Synergy_Bliss=0.0687, Synergy_Loewe=-68.4, Synergy_HSA=-3.17. (7) Drug 1: C1=CC=C(C(=C1)C(C2=CC=C(C=C2)Cl)C(Cl)Cl)Cl. Drug 2: CC1C(C(CC(O1)OC2CC(CC3=C2C(=C4C(=C3O)C(=O)C5=CC=CC=C5C4=O)O)(C(=O)C)O)N)O. Cell line: SK-MEL-28. Synergy scores: CSS=62.8, Synergy_ZIP=-8.45, Synergy_Bliss=-5.83, Synergy_Loewe=-2.67, Synergy_HSA=-1.57. (8) Drug 1: COC1=CC(=CC(=C1O)OC)C2C3C(COC3=O)C(C4=CC5=C(C=C24)OCO5)OC6C(C(C7C(O6)COC(O7)C8=CC=CS8)O)O. Drug 2: CC12CCC3C(C1CCC2OP(=O)(O)O)CCC4=C3C=CC(=C4)OC(=O)N(CCCl)CCCl.[Na+]. Cell line: UACC-257. Synergy scores: CSS=13.6, Synergy_ZIP=-6.18, Synergy_Bliss=-7.61, Synergy_Loewe=-10.8, Synergy_HSA=-5.96. (9) Cell line: MOLT-4. Drug 1: C1C(C(OC1N2C=C(C(=O)NC2=O)F)CO)O. Synergy scores: CSS=50.5, Synergy_ZIP=-6.89, Synergy_Bliss=-4.25, Synergy_Loewe=-5.31, Synergy_HSA=-0.431. Drug 2: C1=NC(=NC(=O)N1C2C(C(C(O2)CO)O)O)N.